Predict the product of the given reaction. From a dataset of Forward reaction prediction with 1.9M reactions from USPTO patents (1976-2016). (1) The product is: [Si:1]([O:8][CH2:9][C:10]1[N:11]=[C:12]([C:27]2([OH:30])[CH2:28][CH2:29][O:24][CH2:25][CH2:26]2)[S:13][C:14]=1[C:15]([F:16])([F:17])[F:18])([C:4]([CH3:7])([CH3:5])[CH3:6])([CH3:3])[CH3:2]. Given the reactants [Si:1]([O:8][CH2:9][C:10]1[N:11]=[CH:12][S:13][C:14]=1[C:15]([F:18])([F:17])[F:16])([C:4]([CH3:7])([CH3:6])[CH3:5])([CH3:3])[CH3:2].C([Li])CCC.[O:24]1[CH2:29][CH2:28][C:27](=[O:30])[CH2:26][CH2:25]1, predict the reaction product. (2) The product is: [Cl:18][C:19]1[CH:20]=[C:21]([NH:22][C:13]([CH:10]2[CH2:11][CH2:12][N:8]([C:6](=[O:7])[C:5]([NH:4][CH:1]([CH3:2])[CH3:3])=[O:17])[C@H:9]2[CH3:16])=[O:15])[CH:23]=[C:24]([F:27])[C:25]=1[F:26]. Given the reactants [CH:1]([NH:4][C:5](=[O:17])[C:6]([N:8]1[CH2:12][CH2:11][CH:10]([C:13]([OH:15])=O)[C@@H:9]1[CH3:16])=[O:7])([CH3:3])[CH3:2].[Cl:18][C:19]1[CH:20]=[C:21]([CH:23]=[C:24]([F:27])[C:25]=1[F:26])[NH2:22], predict the reaction product. (3) The product is: [F:12][C:13]1[CH:18]=[CH:17][C:16]([N:19]2[C:24](=[O:25])[C:23]([O:5][CH2:4][CH:3]([CH2:1][CH3:2])[CH2:6][CH2:7][CH2:8][CH3:9])=[C:22]([C:33]3[CH:38]=[CH:37][C:36]([S:39]([CH3:42])(=[O:40])=[O:41])=[CH:35][CH:34]=3)[CH:21]=[N:20]2)=[CH:15][CH:14]=1. Given the reactants [CH2:1]([CH:3]([CH2:6][CH2:7][CH2:8][CH3:9])[CH2:4][OH:5])[CH3:2].[H-].[Na+].[F:12][C:13]1[CH:18]=[CH:17][C:16]([N:19]2[C:24](=[O:25])[C:23](OCCCCCC)=[C:22]([C:33]3[CH:38]=[CH:37][C:36]([S:39]([CH3:42])(=[O:41])=[O:40])=[CH:35][CH:34]=3)[CH:21]=[N:20]2)=[CH:15][CH:14]=1, predict the reaction product. (4) Given the reactants [CH2:1]([C:8]1[CH:9]=[N:10][C:11]2[C:16]([C:17]=1[C:18]1[CH:19]=[C:20]([NH2:24])[CH:21]=[CH:22][CH:23]=1)=[CH:15][CH:14]=[CH:13][C:12]=2[C:25]([F:28])([F:27])[F:26])[C:2]1[CH:7]=[CH:6][CH:5]=[CH:4][CH:3]=1.[C:29]1([N:35]([C:44]2[CH:49]=[CH:48][CH:47]=[CH:46][CH:45]=2)[C:36]2[CH:43]=[CH:42][C:39]([CH:40]=O)=[CH:38][CH:37]=2)[CH:34]=[CH:33][CH:32]=[CH:31][CH:30]=1, predict the reaction product. The product is: [CH2:1]([C:8]1[CH:9]=[N:10][C:11]2[C:16]([C:17]=1[C:18]1[CH:19]=[C:20]([NH:24][CH2:40][C:39]3[CH:38]=[CH:37][C:36]([N:35]([C:44]4[CH:49]=[CH:48][CH:47]=[CH:46][CH:45]=4)[C:29]4[CH:34]=[CH:33][CH:32]=[CH:31][CH:30]=4)=[CH:43][CH:42]=3)[CH:21]=[CH:22][CH:23]=1)=[CH:15][CH:14]=[CH:13][C:12]=2[C:25]([F:28])([F:26])[F:27])[C:2]1[CH:3]=[CH:4][CH:5]=[CH:6][CH:7]=1. (5) Given the reactants Cl.[Cl:2][C:3]1[CH:8]=[CH:7][CH:6]=[CH:5][C:4]=1[NH:9][NH2:10].[C:11](OCC)(=[O:19])[C:12]#[C:13][C:14]([O:16][CH2:17][CH3:18])=[O:15].C(=O)([O-])[O-].[K+].[K+].Cl, predict the reaction product. The product is: [OH:19][C:11]1[N:9]([C:4]2[CH:5]=[CH:6][CH:7]=[CH:8][C:3]=2[Cl:2])[N:10]=[C:13]([C:14]([O:16][CH2:17][CH3:18])=[O:15])[CH:12]=1. (6) Given the reactants C(OC(=O)[NH:7][CH2:8][CH2:9][CH2:10][N:11]1[C:20]2[CH:19]=[CH:18][C:17](I)=[CH:16][C:15]=2[C:14]2=[N:22][N:23](C3CCCCO3)[C:24]([CH3:25])=[C:13]2[C:12]1=[O:32])(C)(C)C.[NH2:34][CH2:35]CCN1C2C=CC(I)=CC=2C2=NNC(C)=C2C1=O, predict the reaction product. The product is: [NH2:7][CH2:8][CH2:9][CH2:10][N:11]1[C:20]2[CH:19]=[CH:18][C:17]([C:35]#[N:34])=[CH:16][C:15]=2[C:14]2=[N:22][NH:23][C:24]([CH3:25])=[C:13]2[C:12]1=[O:32]. (7) Given the reactants [Br:1][C:2]1[CH:23]=[CH:22][C:5](/[CH:6]=[CH:7]\[C:8]2[CH:13]=[CH:12][CH:11]=[CH:10][C:9]=2[NH:14]C(=O)OC(C)(C)C)=[C:4]([CH:24]=O)[CH:3]=1.CCOC(C)=O.[BH4-].[Na+], predict the reaction product. The product is: [Br:1][C:2]1[CH:23]=[CH:22][C:5]2[CH:6]=[CH:7][C:8]3[CH:13]=[CH:12][CH:11]=[CH:10][C:9]=3[NH:14][CH2:24][C:4]=2[CH:3]=1.